From a dataset of Catalyst prediction with 721,799 reactions and 888 catalyst types from USPTO. Predict which catalyst facilitates the given reaction. (1) Reactant: [NH2:1][C:2]1[O:6][C:5]([CH:7]([NH:18]C(=O)OC(C)(C)C)[C:8]2[CH:13]=[CH:12][CH:11]=[C:10]([C:14]([F:17])([F:16])[F:15])[CH:9]=2)=[N:4][N:3]=1.[ClH:26]. Product: [ClH:26].[NH2:18][CH:7]([C:8]1[CH:13]=[CH:12][CH:11]=[C:10]([C:14]([F:17])([F:16])[F:15])[CH:9]=1)[C:5]1[O:6][C:2]([NH2:1])=[N:3][N:4]=1. The catalyst class is: 269. (2) Reactant: [CH2:1]([O:3][C:4](=[O:31])[C:5]1[CH:10]=[CH:9][C:8]([NH:11][C:12](=[O:30])[C:13]2[CH:18]=[CH:17][C:16]([O:19][CH2:20][C:21]3C=CC=CC=3)=[C:15]([N+:27]([O-])=O)[CH:14]=2)=[CH:7][CH:6]=1)[CH3:2].C([O-])([O-])=O.[K+].[K+].BrCCBr. Product: [CH2:1]([O:3][C:4](=[O:31])[C:5]1[CH:10]=[CH:9][C:8]([NH:11][C:12]([C:13]2[CH:18]=[CH:17][C:16]3[O:19][CH2:20][CH2:21][NH:27][C:15]=3[CH:14]=2)=[O:30])=[CH:7][CH:6]=1)[CH3:2]. The catalyst class is: 394. (3) Reactant: CC1(C)C(C)(C)OB([C:9]2[CH:10]=[C:11]([O:28][C:29]([F:32])([F:31])[F:30])[CH:12]=[C:13]3[C:18]=2[O:17][CH:16]([C:19]([F:22])([F:21])[F:20])[C:15]([C:23]([O:25][CH2:26][CH3:27])=[O:24])=[CH:14]3)O1.[OH:34]O.[OH-].[Na+].Cl. The catalyst class is: 220. Product: [OH:34][C:9]1[CH:10]=[C:11]([O:28][C:29]([F:30])([F:31])[F:32])[CH:12]=[C:13]2[C:18]=1[O:17][CH:16]([C:19]([F:21])([F:20])[F:22])[C:15]([C:23]([O:25][CH2:26][CH3:27])=[O:24])=[CH:14]2. (4) Reactant: [CH3:1][O:2][C:3]1[CH:8]=[CH:7][CH:6]=[CH:5][C:4]=1[NH:9][CH:10]=[C:11]([C:15]([O-:17])=O)[C:12]([O-:14])=[O:13].[CH:18]1C=CC(C2C=CC=CC=2)=C[CH:19]=1.C1C=CC(OC2C=CC=CC=2)=CC=1. Product: [OH:17][C:15]1[C:5]2[C:4](=[C:3]([O:2][CH3:1])[CH:8]=[CH:7][CH:6]=2)[N:9]=[CH:10][C:11]=1[C:12]([O:14][CH2:18][CH3:19])=[O:13]. The catalyst class is: 605. (5) Reactant: [C:1]([C:4]1[O:8][C:7]([NH:9][C:10](=[O:27])[CH:11]([NH:15][C:16](=[O:26])[CH2:17][C:18]2[CH:23]=[C:22]([F:24])[CH:21]=[C:20]([F:25])[CH:19]=2)[CH2:12][CH2:13][CH3:14])=[N:6][CH:5]=1)(=O)[CH3:2].[CH2:28]([NH2:33])[CH2:29][CH:30]([CH3:32])[CH3:31].CC([O-])=O.[Na+].[O-]S([O-])(=O)=O.[Na+].[Na+].[BH3-]C#N.[Na+].C(Cl)[Cl:51]. Product: [ClH:51].[CH3:31][CH:30]([CH3:32])[CH2:29][CH2:28][NH:33][CH:1]([C:4]1[O:8][C:7]([NH:9][C:10](=[O:27])[CH:11]([NH:15][C:16](=[O:26])[CH2:17][C:18]2[CH:23]=[C:22]([F:24])[CH:21]=[C:20]([F:25])[CH:19]=2)[CH2:12][CH2:13][CH3:14])=[N:6][CH:5]=1)[CH3:2]. The catalyst class is: 52. (6) Reactant: [NH2:1][CH:2]([C:7]1[CH:12]=[CH:11][C:10]([O:13][CH:14]([CH3:16])[CH3:15])=[C:9]([O:17][CH2:18][CH3:19])[CH:8]=1)[C:3]([O:5][CH3:6])=[O:4].Br[C:21]1[CH:22]=[C:23]2[C:28](=[CH:29][CH:30]=1)[CH:27]=[N:26][CH:25]=[CH:24]2.C(=O)([O-])[O-].[Cs+].[Cs+].C1C=CC(P(C2C(C3C(P(C4C=CC=CC=4)C4C=CC=CC=4)=CC=C4C=3C=CC=C4)=C3C(C=CC=C3)=CC=2)C2C=CC=CC=2)=CC=1. Product: [CH2:18]([O:17][C:9]1[CH:8]=[C:7]([CH:2]([NH:1][C:21]2[CH:22]=[C:23]3[C:28](=[CH:29][CH:30]=2)[CH:27]=[N:26][CH:25]=[CH:24]3)[C:3]([O:5][CH3:6])=[O:4])[CH:12]=[CH:11][C:10]=1[O:13][CH:14]([CH3:16])[CH3:15])[CH3:19]. The catalyst class is: 110. (7) Reactant: [NH2:1][C:2]1[C:7]([N+:8]([O-])=O)=[CH:6][C:5]([N+:11]([O-])=O)=[CH:4][N:3]=1. Product: [NH2:1][C:2]1[C:7]([NH2:8])=[CH:6][C:5]([NH2:11])=[CH:4][N:3]=1. The catalyst class is: 403.